From a dataset of Reaction yield outcomes from USPTO patents with 853,638 reactions. Predict the reaction yield, written as a fraction of the theoretical maximum amount of product (1.0 means a 100% yield; for example, 0.34 means a 34% yield). The reactants are [CH2:1]([NH:4][C:5]1[C:14]2[C:9](=[CH:10][CH:11]=[C:12]([N+:15]([O-:17])=[O:16])[CH:13]=2)[N:8]=[C:7](Cl)[N:6]=1)[CH:2]=[CH2:3].[NH2:19][N:20]1[CH2:25][CH2:24][CH2:23][CH2:22][CH2:21]1. The catalyst is O. The product is [CH2:1]([NH:4][C:5]1[C:14]2[C:9](=[CH:10][CH:11]=[C:12]([N+:15]([O-:17])=[O:16])[CH:13]=2)[N:8]=[C:7]([NH:19][N:20]2[CH2:25][CH2:24][CH2:23][CH2:22][CH2:21]2)[N:6]=1)[CH:2]=[CH2:3]. The yield is 0.403.